Dataset: Reaction yield outcomes from USPTO patents with 853,638 reactions. Task: Predict the reaction yield, written as a fraction of the theoretical maximum amount of product (1.0 means a 100% yield; for example, 0.34 means a 34% yield). (1) The reactants are O=S(Cl)[Cl:3].O[CH2:6][C:7]1[N:12]=[C:11]([C:13]([O:15][CH3:16])=[O:14])[CH:10]=[CH:9][CH:8]=1.C([O-])([O-])=O.[Na+].[Na+]. The catalyst is C(Cl)Cl. The product is [Cl:3][CH2:6][C:7]1[N:12]=[C:11]([C:13]([O:15][CH3:16])=[O:14])[CH:10]=[CH:9][CH:8]=1. The yield is 0.550. (2) The reactants are [Cl:1][C:2]1[C:3]([N:24]2[CH2:29][CH2:28][CH2:27][C@H:26]([NH:30]C(=O)OC(C)(C)C)[CH2:25]2)=[N:4][C:5]([N:8]2[C:16]3[CH:15]=[C:14]([C:17]4[CH:22]=[N:21][CH:20]=[C:19]([CH3:23])[N:18]=4)[N:13]=[CH:12][C:11]=3[CH:10]=[N:9]2)=[CH:6][CH:7]=1.Cl. The catalyst is CO.O1CCOCC1. The product is [Cl:1][C:2]1[C:3]([N:24]2[CH2:29][CH2:28][CH2:27][C@H:26]([NH2:30])[CH2:25]2)=[N:4][C:5]([N:8]2[C:16]3[CH:15]=[C:14]([C:17]4[CH:22]=[N:21][CH:20]=[C:19]([CH3:23])[N:18]=4)[N:13]=[CH:12][C:11]=3[CH:10]=[N:9]2)=[CH:6][CH:7]=1. The yield is 0.400. (3) The reactants are [O:1]1[CH2:6][CH2:5][N:4]([C:7]2[CH:12]=[CH:11][C:10]([NH:13][CH:14]=[C:15]3[C:23]4[C:18](=[CH:19][CH:20]=[CH:21][CH:22]=4)[NH:17][C:16]3=[O:24])=[CH:9][CH:8]=2)[CH2:3][CH2:2]1.[CH2:25]=O.[NH:27]1[CH2:32][CH2:31][CH2:30][CH2:29][CH2:28]1. The catalyst is CCO. The product is [N:4]1([C:7]2[CH:12]=[CH:11][C:10]([NH:13][CH:14]=[C:15]3[C:23]4[C:18](=[CH:19][CH:20]=[CH:21][CH:22]=4)[N:17]([CH2:25][N:27]4[CH2:32][CH2:31][CH2:30][CH2:29][CH2:28]4)[C:16]3=[O:24])=[CH:9][CH:8]=2)[CH2:5][CH2:6][O:1][CH2:2][CH2:3]1. The yield is 0.950. (4) The reactants are Br[CH2:2][CH2:3][CH2:4][CH2:5][CH2:6][C:7]([O:9][CH2:10][CH3:11])=[O:8].[N-:12]=[N+:13]=[N-:14].[Na+].O. The catalyst is CO. The product is [N:12]([CH2:2][CH2:3][CH2:4][CH2:5][CH2:6][C:7]([O:9][CH2:10][CH3:11])=[O:8])=[N+:13]=[N-:14]. The yield is 1.00. (5) The reactants are Cl.Cl.Cl.[NH2:4][C@H:5]1[CH2:10][CH2:9][C@H:8]([CH2:11][CH2:12][N:13]2[CH2:18][CH2:17][N:16]([C:19]3[C:24]([Cl:25])=[C:23]([Cl:26])[N:22]=[C:21]([NH:27][CH3:28])[N:20]=3)[CH2:15][CH2:14]2)[CH2:7][CH2:6]1.C(N(CC)CC)C.[C:36](Cl)(=[O:38])[CH3:37]. The catalyst is ClCCl. The product is [Cl:25][C:24]1[C:19]([N:16]2[CH2:15][CH2:14][N:13]([CH2:12][CH2:11][C@H:8]3[CH2:9][CH2:10][C@H:5]([NH:4][C:36](=[O:38])[CH3:37])[CH2:6][CH2:7]3)[CH2:18][CH2:17]2)=[N:20][C:21]([NH:27][CH3:28])=[N:22][C:23]=1[Cl:26]. The yield is 0.700.